This data is from Catalyst prediction with 721,799 reactions and 888 catalyst types from USPTO. The task is: Predict which catalyst facilitates the given reaction. (1) The catalyst class is: 60. Product: [F:1][C:2]1[CH:24]=[C:23]([F:25])[CH:22]=[CH:21][C:3]=1[O:4][C:5]1[C:18](=[O:19])[N:17]([CH3:20])[C:8]2[N:9]=[C:10]([NH:26][CH:27]3[CH2:28][CH2:29][N:30]([C:33]([O:35][CH2:36][CH3:37])=[O:34])[CH2:31][CH2:32]3)[N:11]=[CH:12][C:7]=2[CH:6]=1. Reactant: [F:1][C:2]1[CH:24]=[C:23]([F:25])[CH:22]=[CH:21][C:3]=1[O:4][C:5]1[C:18](=[O:19])[N:17]([CH3:20])[C:8]2[N:9]=[C:10](S(C)(=O)=O)[N:11]=[CH:12][C:7]=2[CH:6]=1.[NH2:26][CH:27]1[CH2:32][CH2:31][N:30]([C:33]([O:35][CH2:36][CH3:37])=[O:34])[CH2:29][CH2:28]1.O. (2) Reactant: [NH2:1][C:2](=O)[C@@H:3]([NH:20][C:21]([C:23]1([NH:29][C:30](=[O:36])[O:31][C:32]([CH3:35])([CH3:34])[CH3:33])[CH2:28][CH2:27][O:26][CH2:25][CH2:24]1)=[O:22])[CH2:4][C:5]1[CH:10]=[CH:9][C:8]([C:11]2[CH:16]=[CH:15][C:14]([CH3:17])=[C:13]([C:18]#[N:19])[CH:12]=2)=[CH:7][CH:6]=1.CC[N+](S(N=C(OC)[O-])(=O)=O)(CC)CC. Product: [C:2]([C@@H:3]([NH:20][C:21]([C:23]1([NH:29][C:30](=[O:36])[O:31][C:32]([CH3:34])([CH3:33])[CH3:35])[CH2:28][CH2:27][O:26][CH2:25][CH2:24]1)=[O:22])[CH2:4][C:5]1[CH:10]=[CH:9][C:8]([C:11]2[CH:16]=[CH:15][C:14]([CH3:17])=[C:13]([C:18]#[N:19])[CH:12]=2)=[CH:7][CH:6]=1)#[N:1]. The catalyst class is: 4. (3) Reactant: [CH:1]1([C:4]2[N:9]=[C:8]([C:10]3[CH:11]=[C:12]4[C:16](=[CH:17][CH:18]=3)[N:15]([CH:19]3[CH2:24][CH2:23][CH2:22][CH2:21][O:20]3)[N:14]=[C:13]4I)[CH:7]=[N:6][CH:5]=2)[CH2:3][CH2:2]1.[Cl:26][C:27]1[CH:32]=[N:31][CH:30]=[C:29]([Sn](CCCC)(CCCC)CCCC)[N:28]=1. Product: [Cl:26][C:27]1[N:28]=[C:29]([C:13]2[C:12]3[C:16](=[CH:17][CH:18]=[C:10]([C:8]4[CH:7]=[N:6][CH:5]=[C:4]([CH:1]5[CH2:3][CH2:2]5)[N:9]=4)[CH:11]=3)[N:15]([CH:19]3[CH2:24][CH2:23][CH2:22][CH2:21][O:20]3)[N:14]=2)[CH:30]=[N:31][CH:32]=1. The catalyst class is: 441. (4) Reactant: [Br:1][C:2]1[CH:3]=[C:4]2[C:8](=[CH:9][CH:10]=1)[NH:7][CH:6]=[CH:5]2.[CH3:11][S:12](Cl)(=[O:14])=[O:13]. Product: [Br:1][C:2]1[CH:3]=[C:4]2[C:8](=[CH:9][CH:10]=1)[N:7]([S:12]([CH3:11])(=[O:14])=[O:13])[CH:6]=[CH:5]2. The catalyst class is: 1. (5) The catalyst class is: 8. Reactant: Cl[C:2]1[N:7]=[C:6]([Cl:8])[N:5]=[C:4]([NH:9][C:10]2[N:11]=[CH:12][N:13]([CH3:15])[CH:14]=2)[N:3]=1.Cl.[F:17][C:18]1[C:19]([CH:25]([NH2:27])[CH3:26])=[N:20][CH:21]=[C:22]([F:24])[CH:23]=1.CCN(C(C)C)C(C)C. Product: [Cl:8][C:6]1[N:7]=[C:2]([NH:27][CH:25]([C:19]2[C:18]([F:17])=[CH:23][C:22]([F:24])=[CH:21][N:20]=2)[CH3:26])[N:3]=[C:4]([NH:9][C:10]2[N:11]=[CH:12][N:13]([CH3:15])[CH:14]=2)[N:5]=1. (6) Reactant: [C:1]([O:5][C:6]([N:8]1[CH2:12][C@H:11]([C:13]2[CH:18]=[CH:17][CH:16]=[CH:15][CH:14]=2)[C@@H:10](C=O)[CH2:9]1)=[O:7])([CH3:4])([CH3:3])[CH3:2].C(N(CC)CC)C.C(O[BH-](OC(=O)C)OC(=O)C)(=O)C.[Na+].C(=O)(O)[O-].[Na+]. Product: [C:1]([O:5][C:6]([N:8]1[CH2:12][CH:11]([C:13]2[CH:18]=[CH:17][CH:16]=[CH:15][CH:14]=2)[CH2:10][CH2:9]1)=[O:7])([CH3:4])([CH3:2])[CH3:3]. The catalyst class is: 26.